From a dataset of Reaction yield outcomes from USPTO patents with 853,638 reactions. Predict the reaction yield, written as a fraction of the theoretical maximum amount of product (1.0 means a 100% yield; for example, 0.34 means a 34% yield). (1) The catalyst is O.C(Cl)(Cl)Cl. The product is [CH3:9][O:10][C:11]1[CH:12]=[C:13]2[C:18](=[CH:19][C:20]=1[O:21][CH3:22])[N:17]=[CH:16][CH:15]=[C:14]2[O:23][C:24]1[CH:25]=[CH:26][C:27]([NH:30][CH2:31][C:32]2[CH:37]=[CH:36][CH:35]=[CH:34][C:33]=2[N+:38]([O-:40])=[O:39])=[CH:28][CH:29]=1. The yield is 0.752. The reactants are O1CCCC1.C(O)C.[CH3:9][O:10][C:11]1[CH:12]=[C:13]2[C:18](=[CH:19][C:20]=1[O:21][CH3:22])[N:17]=[CH:16][CH:15]=[C:14]2[O:23][C:24]1[CH:29]=[CH:28][C:27](=[N:30][CH2:31][C:32]2[CH:37]=[CH:36][CH:35]=[CH:34][C:33]=2[N+:38]([O-:40])=[O:39])[CH2:26][CH:25]=1.[BH4-].[Na+]. (2) The reactants are [I:1][C:2]1[CH:3]=[N:4][N:5]([CH3:12])[C:6]=1[C:7]1[N:8]=[N:9][NH:10][N:11]=1.[CH:13](=[O:15])[CH3:14].C(N(CC)CC)C.Cl[C:24]([O:26][CH2:27][CH3:28])=[O:25]. The catalyst is CN(C)C1C=CN=CC=1.CCOC(C)=O.O.C1COCC1. The product is [C:24](=[O:25])([O:26][CH:27]([N:9]1[N:10]=[N:11][C:7]([C:6]2[N:5]([CH3:12])[N:4]=[CH:3][C:2]=2[I:1])=[N:8]1)[CH3:28])[O:15][CH2:13][CH3:14]. The yield is 0.960. (3) The reactants are [NH:1]1[C:9]2[C:4](=[CH:5][CH:6]=[CH:7][CH:8]=2)[C:3]([CH2:10][C@H:11]([NH:13][CH2:14][C:15]([F:18])([CH3:17])[CH3:16])[CH3:12])=[CH:2]1.[CH:19]([C:21]1[CH:26]=[CH:25][C:24](/[CH:27]=[CH:28]/[C:29]([O:31][CH3:32])=[O:30])=[CH:23][CH:22]=1)=O. The catalyst is C1(C)C=CC=CC=1. The product is [F:18][C:15]([CH3:17])([CH3:16])[CH2:14][N:13]1[C@H:11]([CH3:12])[CH2:10][C:3]2[C:4]3[C:9](=[CH:8][CH:7]=[CH:6][CH:5]=3)[NH:1][C:2]=2[C@H:19]1[C:21]1[CH:22]=[CH:23][C:24](/[CH:27]=[CH:28]/[C:29]([O:31][CH3:32])=[O:30])=[CH:25][CH:26]=1. The yield is 0.416. (4) The product is [F:19][C:2]([F:1])([F:18])[C:3]1[CH:4]=[C:5]([CH:15]=[CH:16][CH:17]=1)[CH2:6][O:7][N:8]=[C:9]1[CH2:14][CH2:13][N:12]([S:37]([C:36]2[CH:41]=[CH:26][C:25]([NH2:22])=[CH:34][CH:33]=2)(=[O:38])=[O:39])[CH2:11][CH2:10]1. The yield is 0.950. The catalyst is ClCCl.C1(C)C=CC=CC=1.C(OCC)(=O)C.[Fe].O. The reactants are [F:1][C:2]([F:19])([F:18])[C:3]1[CH:4]=[C:5]([CH:15]=[CH:16][CH:17]=1)[CH2:6][O:7][N:8]=[C:9]1[CH2:14][CH2:13][NH:12][CH2:11][CH2:10]1.C([N:22]([CH2:25][CH3:26])CC)C.[N+](C1C=[CH:34][C:33]([CH2:36][S:37](Cl)(=[O:39])=[O:38])=CC=1)([O-])=O.[C:41]([O-])(O)=O.[Na+].[NH4+].[Cl-].